This data is from Catalyst prediction with 721,799 reactions and 888 catalyst types from USPTO. The task is: Predict which catalyst facilitates the given reaction. (1) Reactant: [Br:1][C:2]1[CH:7]=[CH:6][C:5]([C:8]2[N:12]([CH2:13][CH2:14]Cl)[N:11]=[C:10]([C:16]([F:19])([F:18])[F:17])[CH:9]=2)=[CH:4][CH:3]=1.[NH:20]1[CH2:25][CH2:24][O:23][CH2:22][CH2:21]1. Product: [Br:1][C:2]1[CH:7]=[CH:6][C:5]([C:8]2[N:12]([CH2:13][CH2:14][N:20]3[CH2:25][CH2:24][O:23][CH2:22][CH2:21]3)[N:11]=[C:10]([C:16]([F:19])([F:18])[F:17])[CH:9]=2)=[CH:4][CH:3]=1. The catalyst class is: 10. (2) Reactant: [C:1]([Br:5])(Br)(Br)Br.C1(P(C2C=CC=CC=2)C2C=CC=CC=2)C=CC=CC=1.OC[CH2:27][C@:28]1([CH2:42][O:43][CH3:44])[CH2:32][N:31]([C@@H:33]([C:35]2[CH:40]=[CH:39][CH:38]=[CH:37][CH:36]=2)[CH3:34])[C:30](=[O:41])[CH2:29]1. Product: [Br:5][CH2:1][CH2:27][C@:28]1([CH2:42][O:43][CH3:44])[CH2:32][N:31]([C@@H:33]([C:35]2[CH:40]=[CH:39][CH:38]=[CH:37][CH:36]=2)[CH3:34])[C:30](=[O:41])[CH2:29]1. The catalyst class is: 4. (3) Reactant: [NH3:1].[CH2:2]([O:9][C:10]([N:12]1[CH2:17][CH2:16][CH:15]([S:18](Cl)(=[O:20])=[O:19])[CH2:14][CH2:13]1)=[O:11])[C:3]1[CH:8]=[CH:7][CH:6]=[CH:5][CH:4]=1. Product: [NH2:1][S:18]([CH:15]1[CH2:16][CH2:17][N:12]([C:10]([O:9][CH2:2][C:3]2[CH:8]=[CH:7][CH:6]=[CH:5][CH:4]=2)=[O:11])[CH2:13][CH2:14]1)(=[O:20])=[O:19]. The catalyst class is: 169. (4) Reactant: [Cl:1][C:2]1[CH:7]=[CH:6][C:5]([C:8]2[CH:9]=[C:10]3[C:16]([C:17]([C:19]4[C:20]([F:33])=[C:21]([NH:26][S:27]([CH2:30][CH2:31][CH3:32])(=[O:29])=[O:28])[CH:22]=[CH:23][C:24]=4[F:25])=[O:18])=[CH:15][NH:14][C:11]3=[N:12][CH:13]=2)=[CH:4][CH:3]=1.[OH-].[K+].[C:36]([O:40][CH2:41]Cl)(=[O:39])[CH2:37][CH3:38]. Product: [C:36]([O:40][CH2:41][N:14]1[C:11]2=[N:12][CH:13]=[C:8]([C:5]3[CH:6]=[CH:7][C:2]([Cl:1])=[CH:3][CH:4]=3)[CH:9]=[C:10]2[C:16]([C:17](=[O:18])[C:19]2[C:24]([F:25])=[CH:23][CH:22]=[C:21]([NH:26][S:27]([CH2:30][CH2:31][CH3:32])(=[O:28])=[O:29])[C:20]=2[F:33])=[CH:15]1)(=[O:39])[CH2:37][CH3:38]. The catalyst class is: 3.